From a dataset of Catalyst prediction with 721,799 reactions and 888 catalyst types from USPTO. Predict which catalyst facilitates the given reaction. Reactant: [F:1][C:2]1[CH:7]=[C:6]([F:8])[CH:5]=[CH:4][C:3]=1[N:9]1[C:17](=[O:18])[C:16]2[C@@H:15]3[C:19]([CH3:21])([CH3:20])[C@@:12]([CH3:22])([CH2:13][CH2:14]3)[C:11]=2[NH:10]1.Cl[CH2:24][CH2:25][C:26]([C:28]1[CH:33]=[CH:32][CH:31]=[CH:30][CH:29]=1)=[O:27].ClCCl. Product: [F:1][C:2]1[CH:7]=[C:6]([F:8])[CH:5]=[CH:4][C:3]=1[N:9]1[C:17](=[O:18])[C:16]2[C@@H:15]3[C:19]([CH3:21])([CH3:20])[C@@:12]([CH3:22])([CH2:13][CH2:14]3)[C:11]=2[N:10]1[CH2:24][CH2:25][C:26](=[O:27])[C:28]1[CH:33]=[CH:32][CH:31]=[CH:30][CH:29]=1. The catalyst class is: 711.